From a dataset of Forward reaction prediction with 1.9M reactions from USPTO patents (1976-2016). Predict the product of the given reaction. (1) Given the reactants [Cl:1][C:2]1[S:6][C:5]([C:7]2[NH:8][C:9](=O)[O:10][C:11]=2[CH2:12][CH2:13][CH2:14][C:15]([O:17][CH2:18][CH3:19])=[O:16])=[CH:4][CH:3]=1.P(Cl)(Cl)([Cl:23])=O, predict the reaction product. The product is: [Cl:23][C:9]1[O:10][C:11]([CH2:12][CH2:13][CH2:14][C:15]([O:17][CH2:18][CH3:19])=[O:16])=[C:7]([C:5]2[S:6][C:2]([Cl:1])=[CH:3][CH:4]=2)[N:8]=1. (2) The product is: [ClH:23].[ClH:23].[F:1][C:2]1[CH:7]=[CH:6][CH:5]=[CH:4][C:3]=1[CH:8]([NH2:12])[C:9]([CH3:21])([NH2:10])[CH3:22]. Given the reactants [F:1][C:2]1[CH:7]=[CH:6][CH:5]=[CH:4][C:3]=1[CH:8]1[N:12](C(OC(C)(C)C)=O)C(=O)[NH:10][C:9]1([CH3:22])[CH3:21].[ClH:23], predict the reaction product. (3) Given the reactants [CH2:1]([O:3][C:4]1[CH:9]=[CH:8][C:7]([C:10]2[CH:18]=[CH:17][CH:16]=[C:15]3[C:11]=2[CH2:12][CH2:13][C:14]3=[O:19])=[C:6]([OH:20])[C:5]=1[O:21][CH3:22])[CH3:2].C(=O)([O-])[O-].[K+].[K+].Br[CH2:30][C:31]1[CH:36]=[CH:35][C:34]([S:37]([CH3:40])(=[O:39])=[O:38])=[CH:33][CH:32]=1, predict the reaction product. The product is: [CH2:1]([O:3][C:4]1[CH:9]=[CH:8][C:7]([C:10]2[CH:18]=[CH:17][CH:16]=[C:15]3[C:11]=2[CH2:12][CH2:13][C:14]3=[O:19])=[C:6]([O:20][CH2:30][C:31]2[CH:32]=[CH:33][C:34]([S:37]([CH3:40])(=[O:39])=[O:38])=[CH:35][CH:36]=2)[C:5]=1[O:21][CH3:22])[CH3:2].